Dataset: HIV replication inhibition screening data with 41,000+ compounds from the AIDS Antiviral Screen. Task: Binary Classification. Given a drug SMILES string, predict its activity (active/inactive) in a high-throughput screening assay against a specified biological target. (1) The drug is Cc1ccc([PH](Cc2ccccc2)(c2ccccc2)c2ccc(C)cc2)cc1. The result is 0 (inactive). (2) The molecule is CC(CC(C)(C)[N+](C)(C)C)[N+](C)(C)C.[I-]. The result is 0 (inactive). (3) The molecule is COC1C=COC2(C)Oc3c(C)c(O)c4c(O)c(c(C=NN(c5ccccc5)c5ccccc5)c(O)c4c3C2=O)NC(=O)C(C)=CC=CC(C)C(O)C(C)C(O)C(C)C(OC(C)=O)C1C. The result is 0 (inactive). (4) The compound is O=c1cc(CBr)c2ccc(O)cc2o1. The result is 0 (inactive). (5) The compound is CC(C)NC(=O)OCc1c(COC(=O)NC(C)C)n(C)c2c1ccc1ccccc12. The result is 0 (inactive). (6) The drug is CC(C)C(NC(=O)OCC1c2ccccc2-c2ccccc21)C(=O)NC(CCC(=O)OC(C)(C)C)C(=O)OC(C)(C)C. The result is 0 (inactive). (7) The molecule is Nc1nc(N)c(-c2ccc(Cl)c(Cl)c2)c(C[PH](c2ccccc2)(c2ccccc2)c2ccccc2)n1. The result is 0 (inactive).